From a dataset of NCI-60 drug combinations with 297,098 pairs across 59 cell lines. Regression. Given two drug SMILES strings and cell line genomic features, predict the synergy score measuring deviation from expected non-interaction effect. (1) Drug 1: C1=CN(C(=O)N=C1N)C2C(C(C(O2)CO)O)O.Cl. Drug 2: CC1=C(C=C(C=C1)NC(=O)C2=CC=C(C=C2)CN3CCN(CC3)C)NC4=NC=CC(=N4)C5=CN=CC=C5. Cell line: TK-10. Synergy scores: CSS=17.8, Synergy_ZIP=-1.92, Synergy_Bliss=-4.53, Synergy_Loewe=-17.0, Synergy_HSA=-3.89. (2) Drug 1: CS(=O)(=O)C1=CC(=C(C=C1)C(=O)NC2=CC(=C(C=C2)Cl)C3=CC=CC=N3)Cl. Drug 2: COCCOC1=C(C=C2C(=C1)C(=NC=N2)NC3=CC=CC(=C3)C#C)OCCOC.Cl. Cell line: SF-295. Synergy scores: CSS=2.55, Synergy_ZIP=-0.717, Synergy_Bliss=-0.149, Synergy_Loewe=-1.09, Synergy_HSA=-0.0436. (3) Drug 1: CNC(=O)C1=CC=CC=C1SC2=CC3=C(C=C2)C(=NN3)C=CC4=CC=CC=N4. Drug 2: C1=CC(=CC=C1CCC2=CNC3=C2C(=O)NC(=N3)N)C(=O)NC(CCC(=O)O)C(=O)O. Cell line: HT29. Synergy scores: CSS=34.3, Synergy_ZIP=0.332, Synergy_Bliss=-0.860, Synergy_Loewe=-15.8, Synergy_HSA=-1.43. (4) Drug 1: C1=NC2=C(N=C(N=C2N1C3C(C(C(O3)CO)O)F)Cl)N. Drug 2: C1CNP(=O)(OC1)N(CCCl)CCCl. Cell line: RXF 393. Synergy scores: CSS=-1.02, Synergy_ZIP=0.412, Synergy_Bliss=0.203, Synergy_Loewe=-3.67, Synergy_HSA=-2.07. (5) Drug 1: C1=CC(=CC=C1C#N)C(C2=CC=C(C=C2)C#N)N3C=NC=N3. Drug 2: CC1=C2C(C(=O)C3(C(CC4C(C3C(C(C2(C)C)(CC1OC(=O)C(C(C5=CC=CC=C5)NC(=O)C6=CC=CC=C6)O)O)OC(=O)C7=CC=CC=C7)(CO4)OC(=O)C)O)C)OC(=O)C. Cell line: CCRF-CEM. Synergy scores: CSS=13.1, Synergy_ZIP=6.53, Synergy_Bliss=-2.25, Synergy_Loewe=-33.2, Synergy_HSA=-19.7. (6) Drug 2: C1CN(P(=O)(OC1)NCCCl)CCCl. Cell line: EKVX. Drug 1: COC1=CC(=CC(=C1O)OC)C2C3C(COC3=O)C(C4=CC5=C(C=C24)OCO5)OC6C(C(C7C(O6)COC(O7)C8=CC=CS8)O)O. Synergy scores: CSS=6.18, Synergy_ZIP=-6.00, Synergy_Bliss=-3.26, Synergy_Loewe=-36.0, Synergy_HSA=-4.11. (7) Drug 1: C1=CC(=CC=C1CC(C(=O)O)N)N(CCCl)CCCl.Cl. Drug 2: CN(C(=O)NC(C=O)C(C(C(CO)O)O)O)N=O. Cell line: MOLT-4. Synergy scores: CSS=37.6, Synergy_ZIP=-1.53, Synergy_Bliss=-4.56, Synergy_Loewe=-42.6, Synergy_HSA=-5.57.